Dataset: NCI-60 drug combinations with 297,098 pairs across 59 cell lines. Task: Regression. Given two drug SMILES strings and cell line genomic features, predict the synergy score measuring deviation from expected non-interaction effect. (1) Cell line: U251. Drug 1: C1=NC2=C(N1)C(=S)N=CN2. Drug 2: CC1=C(C(=O)C2=C(C1=O)N3CC4C(C3(C2COC(=O)N)OC)N4)N. Synergy scores: CSS=45.0, Synergy_ZIP=-2.72, Synergy_Bliss=-1.75, Synergy_Loewe=-3.31, Synergy_HSA=2.15. (2) Drug 1: CC(C1=C(C=CC(=C1Cl)F)Cl)OC2=C(N=CC(=C2)C3=CN(N=C3)C4CCNCC4)N. Drug 2: C1CN1P(=S)(N2CC2)N3CC3. Cell line: M14. Synergy scores: CSS=-5.87, Synergy_ZIP=-1.32, Synergy_Bliss=-4.15, Synergy_Loewe=-7.51, Synergy_HSA=-7.44. (3) Drug 1: CC(C1=C(C=CC(=C1Cl)F)Cl)OC2=C(N=CC(=C2)C3=CN(N=C3)C4CCNCC4)N. Drug 2: CS(=O)(=O)CCNCC1=CC=C(O1)C2=CC3=C(C=C2)N=CN=C3NC4=CC(=C(C=C4)OCC5=CC(=CC=C5)F)Cl. Cell line: T-47D. Synergy scores: CSS=8.31, Synergy_ZIP=2.74, Synergy_Bliss=8.78, Synergy_Loewe=2.12, Synergy_HSA=6.56. (4) Drug 1: CC1C(C(CC(O1)OC2CC(CC3=C2C(=C4C(=C3O)C(=O)C5=C(C4=O)C(=CC=C5)OC)O)(C(=O)C)O)N)O.Cl. Drug 2: CN(C)N=NC1=C(NC=N1)C(=O)N. Cell line: HOP-92. Synergy scores: CSS=13.9, Synergy_ZIP=-7.19, Synergy_Bliss=-0.841, Synergy_Loewe=-16.8, Synergy_HSA=-0.277. (5) Drug 1: C1=NNC2=C1C(=O)NC=N2. Drug 2: CC1C(C(CC(O1)OC2CC(CC3=C2C(=C4C(=C3O)C(=O)C5=C(C4=O)C(=CC=C5)OC)O)(C(=O)CO)O)N)O.Cl. Cell line: OVCAR-5. Synergy scores: CSS=32.2, Synergy_ZIP=-1.22, Synergy_Bliss=-1.01, Synergy_Loewe=-2.79, Synergy_HSA=0.372. (6) Drug 1: COC1=CC(=CC(=C1O)OC)C2C3C(COC3=O)C(C4=CC5=C(C=C24)OCO5)OC6C(C(C7C(O6)COC(O7)C8=CC=CS8)O)O. Drug 2: CN(CC1=CN=C2C(=N1)C(=NC(=N2)N)N)C3=CC=C(C=C3)C(=O)NC(CCC(=O)O)C(=O)O. Cell line: NCI-H460. Synergy scores: CSS=56.1, Synergy_ZIP=-5.19, Synergy_Bliss=-5.83, Synergy_Loewe=-1.13, Synergy_HSA=1.24. (7) Drug 1: CC1=C(C(CCC1)(C)C)C=CC(=CC=CC(=CC(=O)O)C)C. Drug 2: CC1=C(C=C(C=C1)C(=O)NC2=CC(=CC(=C2)C(F)(F)F)N3C=C(N=C3)C)NC4=NC=CC(=N4)C5=CN=CC=C5. Cell line: NCIH23. Synergy scores: CSS=-7.07, Synergy_ZIP=0.834, Synergy_Bliss=-2.92, Synergy_Loewe=-7.48, Synergy_HSA=-8.21. (8) Drug 1: C1=C(C(=O)NC(=O)N1)F. Drug 2: C1C(C(OC1N2C=NC3=C2NC=NCC3O)CO)O. Cell line: NCI/ADR-RES. Synergy scores: CSS=24.0, Synergy_ZIP=-12.7, Synergy_Bliss=-13.2, Synergy_Loewe=-15.6, Synergy_HSA=-12.5. (9) Drug 1: CC1=C2C(C(=O)C3(C(CC4C(C3C(C(C2(C)C)(CC1OC(=O)C(C(C5=CC=CC=C5)NC(=O)OC(C)(C)C)O)O)OC(=O)C6=CC=CC=C6)(CO4)OC(=O)C)OC)C)OC. Drug 2: C1=NC2=C(N1)C(=S)N=C(N2)N. Cell line: RPMI-8226. Synergy scores: CSS=53.3, Synergy_ZIP=-2.25, Synergy_Bliss=-4.29, Synergy_Loewe=-9.23, Synergy_HSA=-2.13.